Dataset: Full USPTO retrosynthesis dataset with 1.9M reactions from patents (1976-2016). Task: Predict the reactants needed to synthesize the given product. (1) Given the product [Cl:20][C:21]1[CH:26]=[C:25]([C:7]2[CH:6]=[CH:5][C:4]([O:3][CH:2]([F:1])[F:19])=[CH:9][CH:8]=2)[C:24]([F:28])=[CH:23][N:22]=1, predict the reactants needed to synthesize it. The reactants are: [F:1][CH:2]([F:19])[O:3][C:4]1[CH:9]=[CH:8][C:7](B2OC(C)(C)C(C)(C)O2)=[CH:6][CH:5]=1.[Cl:20][C:21]1[CH:26]=[C:25](I)[C:24]([F:28])=[CH:23][N:22]=1.C(=O)([O-])[O-].[K+].[K+]. (2) Given the product [CH:35]1([N:4]2[CH2:3][CH2:2][N:1]([C:7]3[CH:12]=[CH:11][C:10]([C:13]4[CH:14]=[C:15]5[C:25]6[C:20](=[CH:21][N:22]=[C:23]([C:26]7[CH:27]=[N:28][CH:29]=[CH:30][CH:31]=7)[CH:24]=6)[NH:19][C:16]5=[N:17][CH:18]=4)=[CH:9][CH:8]=3)[CH2:6][CH2:5]2)[CH2:37][CH2:36]1, predict the reactants needed to synthesize it. The reactants are: [N:1]1([C:7]2[CH:12]=[CH:11][C:10]([C:13]3[CH:14]=[C:15]4[C:25]5[C:20](=[CH:21][N:22]=[C:23]([C:26]6[CH:27]=[N:28][CH:29]=[CH:30][CH:31]=6)[CH:24]=5)[NH:19][C:16]4=[N:17][CH:18]=3)=[CH:9][CH:8]=2)[CH2:6][CH2:5][NH:4][CH2:3][CH2:2]1.C(O[C:35]1(O[Si](C)(C)C)[CH2:37][CH2:36]1)C.C(O)(=O)C.C([BH3-])#N.[Na+]. (3) Given the product [CH2:77]([O:76][C:75]([NH:74][C:73]([NH:85][CH2:86]/[CH:87]=[CH:88]/[C:50]1[CH:51]=[CH:52][C:47]([CH2:46][C:44]2[C:43]([CH3:54])=[CH:42][C:41]([O:55][CH2:56][C:57]3[CH:62]=[CH:61][CH:60]=[CH:59][CH:58]=3)=[C:40]([C@@H:10]3[O:11][C@H:12]([CH2:31][O:32][CH2:33][C:34]4[CH:39]=[CH:38][CH:37]=[CH:36][CH:35]=4)[C@@H:13]([O:23][CH2:24][C:25]4[CH:26]=[CH:27][CH:28]=[CH:29][CH:30]=4)[C@H:14]([O:15][CH2:16][C:17]4[CH:22]=[CH:21][CH:20]=[CH:19][CH:18]=4)[C@H:9]3[O:8][CH2:1][C:2]3[CH:3]=[CH:4][CH:5]=[CH:6][CH:7]=3)[CH:45]=2)=[CH:48][CH:49]=1)=[N:72][C:71]([O:70][CH2:63][C:64]1[CH:69]=[CH:68][CH:67]=[CH:66][CH:65]=1)=[O:89])=[O:84])[C:78]1[CH:83]=[CH:82][CH:81]=[CH:80][CH:79]=1, predict the reactants needed to synthesize it. The reactants are: [CH2:1]([O:8][C@@H:9]1[C@@H:14]([O:15][CH2:16][C:17]2[CH:22]=[CH:21][CH:20]=[CH:19][CH:18]=2)[C@H:13]([O:23][CH2:24][C:25]2[CH:30]=[CH:29][CH:28]=[CH:27][CH:26]=2)[C@@H:12]([CH2:31][O:32][CH2:33][C:34]2[CH:39]=[CH:38][CH:37]=[CH:36][CH:35]=2)[O:11][C@H:10]1[C:40]1[CH:45]=[C:44]([CH2:46][C:47]2[CH:52]=[CH:51][C:50](Br)=[CH:49][CH:48]=2)[C:43]([CH3:54])=[CH:42][C:41]=1[O:55][CH2:56][C:57]1[CH:62]=[CH:61][CH:60]=[CH:59][CH:58]=1)[C:2]1[CH:7]=[CH:6][CH:5]=[CH:4][CH:3]=1.[CH2:63]([O:70][C:71](=[O:89])[NH:72]/[C:73](/[NH:85][CH2:86][CH:87]=[CH2:88])=[N:74]\[C:75](=[O:84])[O:76][CH2:77][C:78]1[CH:83]=[CH:82][CH:81]=[CH:80][CH:79]=1)[C:64]1[CH:69]=[CH:68][CH:67]=[CH:66][CH:65]=1.CC1C(P(C2C(C)=CC=CC=2)C2C(C)=CC=CC=2)=CC=CC=1.C(N(CC)CC)C. (4) Given the product [CH2:21]([N:18]1[CH2:17][CH:16]=[C:15]([C:12]2[CH:13]=[CH:14][C:9]([N:5]3[CH2:4][C@H:3]([CH2:2][N:1]4[CH:50]=[C:49]([CH3:53])[N:48]=[N:47]4)[O:7][C:6]3=[O:8])=[CH:10][C:11]=2[F:28])[CH2:20][CH2:19]1)[C:22]1[CH:27]=[CH:26][CH:25]=[CH:24][CH:23]=1, predict the reactants needed to synthesize it. The reactants are: [NH2:1][CH2:2][C@@H:3]1[O:7][C:6](=[O:8])[N:5]([C:9]2[CH:14]=[CH:13][C:12]([C:15]3[CH2:16][CH2:17][N:18]([CH2:21][C:22]4[CH:27]=[CH:26][CH:25]=[CH:24][CH:23]=4)[CH2:19][CH:20]=3)=[C:11]([F:28])[CH:10]=2)[CH2:4]1.C(N(C(C)C)CC)(C)C.C1(C)C(S([NH:47][N:48]=[C:49]([CH3:53])[CH:50](Cl)Cl)(=O)=O)=CC=CC=1.CO. (5) Given the product [CH2:1]([C@@:5]1([CH2:28][CH3:29])[NH:11][C@H:10]([C:12]2[CH:17]=[CH:16][CH:15]=[CH:14][CH:13]=2)[C:9]2[CH:18]=[C:19]([O:24][CH3:25])[C:20]([CH2:22][NH:30][CH2:31][CH2:32][C:33]([O:35][C:36]([CH3:39])([CH3:38])[CH3:37])=[O:34])=[CH:21][C:8]=2[S:7](=[O:26])(=[O:27])[CH2:6]1)[CH2:2][CH2:3][CH3:4], predict the reactants needed to synthesize it. The reactants are: [CH2:1]([C@@:5]1([CH2:28][CH3:29])[NH:11][C@H:10]([C:12]2[CH:17]=[CH:16][CH:15]=[CH:14][CH:13]=2)[C:9]2[CH:18]=[C:19]([O:24][CH3:25])[C:20]([CH:22]=O)=[CH:21][C:8]=2[S:7](=[O:27])(=[O:26])[CH2:6]1)[CH2:2][CH2:3][CH3:4].[NH2:30][CH2:31][CH2:32][C:33]([O:35][C:36]([CH3:39])([CH3:38])[CH3:37])=[O:34].C(O)(=O)C.C(=O)([O-])[O-].[Na+].[Na+].